Dataset: CYP2C19 inhibition data for predicting drug metabolism from PubChem BioAssay. Task: Regression/Classification. Given a drug SMILES string, predict its absorption, distribution, metabolism, or excretion properties. Task type varies by dataset: regression for continuous measurements (e.g., permeability, clearance, half-life) or binary classification for categorical outcomes (e.g., BBB penetration, CYP inhibition). Dataset: cyp2c19_veith. The result is 1 (inhibitor). The drug is CC(=O)N[C@H](c1ccccc1)[C@@]1(C)C[C@@H]1[C@@H](C)C(=O)Nc1ccc2ccccc2c1.